Predict the product of the given reaction. From a dataset of Forward reaction prediction with 1.9M reactions from USPTO patents (1976-2016). Given the reactants [N:1]1([C:7]2[O:8][C:9]3[C:14]([C:15](=[O:17])[CH:16]=2)=[CH:13][CH:12]=[CH:11][C:10]=3OS(C(F)(F)F)(=O)=O)[CH2:6][CH2:5][O:4][CH2:3][CH2:2]1.[C:26]([NH:33][CH2:34][C:35]1[CH:40]=[CH:39][C:38](B(O)O)=[CH:37][CH:36]=1)([O:28][C:29]([CH3:32])([CH3:31])[CH3:30])=[O:27].C(=O)([O-])[O-].[K+].[K+], predict the reaction product. The product is: [C:29]([O:28][C:26](=[O:27])[NH:33][CH2:34][C:35]1[CH:36]=[CH:37][C:38]([C:10]2[CH:11]=[CH:12][CH:13]=[C:14]3[C:9]=2[O:8][C:7]([N:1]2[CH2:6][CH2:5][O:4][CH2:3][CH2:2]2)=[CH:16][C:15]3=[O:17])=[CH:39][CH:40]=1)([CH3:32])([CH3:30])[CH3:31].